From a dataset of Full USPTO retrosynthesis dataset with 1.9M reactions from patents (1976-2016). Predict the reactants needed to synthesize the given product. The reactants are: CN(C=O)C.O.Br[C:8]1[C:16]2[C:11](=[CH:12][C:13]([N:17]3[CH2:22][CH2:21][N:20]([C:23]([O:25][C:26]([CH3:29])([CH3:28])[CH3:27])=[O:24])[CH2:19][CH2:18]3)=[CH:14][CH:15]=2)[N:10]([C:30]2[CH:35]=[CH:34][N:33]=[CH:32][CH:31]=2)[CH:9]=1.C(=O)([O-])[O-].[K+].[K+].[CH3:42][O:43][C:44]1[CH:49]=[CH:48][C:47](B(O)O)=[CH:46][CH:45]=1. Given the product [CH3:42][O:43][C:44]1[CH:49]=[CH:48][C:47]([C:8]2[C:16]3[C:11](=[CH:12][C:13]([N:17]4[CH2:22][CH2:21][N:20]([C:23]([O:25][C:26]([CH3:29])([CH3:28])[CH3:27])=[O:24])[CH2:19][CH2:18]4)=[CH:14][CH:15]=3)[N:10]([C:30]3[CH:35]=[CH:34][N:33]=[CH:32][CH:31]=3)[CH:9]=2)=[CH:46][CH:45]=1, predict the reactants needed to synthesize it.